From a dataset of Reaction yield outcomes from USPTO patents with 853,638 reactions. Predict the reaction yield, written as a fraction of the theoretical maximum amount of product (1.0 means a 100% yield; for example, 0.34 means a 34% yield). (1) The reactants are CS(O[C@H:6]1[C@@H:11]([CH3:12])[CH2:10][C@@H:9]([C:13]2[CH:18]=[CH:17][N:16]=[CH:15][C:14]=2[NH2:19])[CH2:8][C@H:7]1[NH:20][C:21]([O:23][C:24]([CH3:27])([CH3:26])[CH3:25])=[O:22])(=O)=O.[N-:28]=[N+:29]=[N-:30].[Na+]. The catalyst is CN(C=O)C. The product is [NH2:19][C:14]1[CH:15]=[N:16][CH:17]=[CH:18][C:13]=1[C@H:9]1[CH2:8][C@@H:7]([NH:20][C:21](=[O:22])[O:23][C:24]([CH3:27])([CH3:26])[CH3:25])[C@H:6]([N:28]=[N+:29]=[N-:30])[C@@H:11]([CH3:12])[CH2:10]1. The yield is 0.870. (2) The product is [C:48]([OH:55])(=[O:54])/[CH:49]=[CH:50]/[C:51]([OH:53])=[O:52].[CH3:26][C:24]([CH3:25])([CH3:27])[CH2:23][NH:22][C:21](=[O:28])[C@H:18]([CH2:19][CH3:20])[CH2:17][C@H:16]([OH:29])[C@@H:15]([NH2:14])[CH2:30][N:31]1[CH2:36][C:35](=[O:37])[N:34]([C:38]2[CH:43]=[CH:42][CH:41]=[CH:40][C:39]=2[Cl:44])[CH2:33][C:32]1([CH3:45])[CH3:46].[NH2:82][C@@H:64]([CH2:65][N:66]1[CH2:71][C:70](=[O:72])[N:69]([C:73]2[CH:78]=[CH:77][CH:76]=[CH:75][C:74]=2[Cl:79])[CH2:68][C:67]1([CH3:80])[CH3:81])[C@@H:63]([OH:83])[CH2:62][C@@H:61]([CH2:84][CH3:85])[C:60]([NH:59][CH2:58][C:57]([CH3:56])([CH3:88])[CH3:87])=[O:86]. The reactants are FC(F)(F)C(O)=O.C(OC(=O)[NH:14][C@@H:15]([CH2:30][N:31]1[CH2:36][C:35](=[O:37])[N:34]([C:38]2[CH:43]=[CH:42][CH:41]=[CH:40][C:39]=2[Cl:44])[CH2:33][C:32]1([CH3:46])[CH3:45])[C@@H:16]([OH:29])[CH2:17][C@H:18]([C:21](=[O:28])[NH:22][CH2:23][C:24]([CH3:27])([CH3:26])[CH3:25])[CH2:19][CH3:20])(C)(C)C.[C:48]([OH:55])(=[O:54])/[CH:49]=[CH:50]/[C:51]([OH:53])=[O:52].[CH3:56][C:57]([CH3:88])([CH3:87])[CH2:58][NH:59][C:60](=[O:86])[C@H:61]([CH2:84][CH3:85])[CH2:62][C@H:63]([OH:83])[C@@H:64]([NH2:82])[CH2:65][N:66]1[CH2:71][C:70](=[O:72])[N:69]([C:73]2[CH:78]=[CH:77][CH:76]=[CH:75][C:74]=2[Cl:79])[CH2:68][C:67]1([CH3:81])[CH3:80]. The catalyst is C(Cl)Cl.CO. The yield is 0.770. (3) The reactants are [C:1]1([C:7]#[C:8][C:9]([OH:11])=O)[CH:6]=[CH:5][CH:4]=[CH:3][CH:2]=1.[NH2:12][C@@H:13]1[C@H:17]2[O:18][CH2:19][C@H:20]([NH:21][C:22]([CH:24]3[CH2:26][CH2:25]3)=[O:23])[C@H:16]2[O:15][CH2:14]1. No catalyst specified. The product is [C:1]1([C:7]#[C:8][C:9]([NH:12][C@@H:13]2[C@H:17]3[O:18][CH2:19][C@H:20]([NH:21][C:22]([CH:24]4[CH2:25][CH2:26]4)=[O:23])[C@H:16]3[O:15][CH2:14]2)=[O:11])[CH:2]=[CH:3][CH:4]=[CH:5][CH:6]=1. The yield is 0.810. (4) The reactants are [CH3:1][O:2][C:3]1[CH:8]=[CH:7][C:6](B(O)O)=[CH:5][CH:4]=1.[Na].Br[C:14]1[CH:19]=[CH:18][C:17]([S:20]([O-:23])(=[O:22])=[O:21])=[CH:16][CH:15]=1.C([O-])([O-])=O.[Na+].[Na+]. The catalyst is C1(C)C=CC=CC=1.O.C1C=CC([P]([Pd]([P](C2C=CC=CC=2)(C2C=CC=CC=2)C2C=CC=CC=2)([P](C2C=CC=CC=2)(C2C=CC=CC=2)C2C=CC=CC=2)[P](C2C=CC=CC=2)(C2C=CC=CC=2)C2C=CC=CC=2)(C2C=CC=CC=2)C2C=CC=CC=2)=CC=1. The product is [CH3:1][O:2][C:3]1[CH:8]=[CH:7][C:6]([C:14]2[CH:19]=[CH:18][C:17]([S:20]([OH:23])(=[O:22])=[O:21])=[CH:16][CH:15]=2)=[CH:5][CH:4]=1. The yield is 0.880. (5) The reactants are C([O:5][C:6](=[O:42])[CH:7]([NH:17][C:18]([C:20]1[CH:25]=[CH:24][C:23]([C:26]2[CH:31]=[CH:30][C:29]([NH:32][C:33](=[O:41])[CH2:34][C:35]3[CH:40]=[CH:39][CH:38]=[CH:37][CH:36]=3)=[CH:28][CH:27]=2)=[CH:22][CH:21]=1)=[O:19])[CH2:8][CH2:9][C:10]([O:12]C(C)(C)C)=[O:11])(C)(C)C.C(O)(C(F)(F)F)=O. The catalyst is ClC(Cl)C. The product is [C:35]1([CH2:34][C:33]([NH:32][C:29]2[CH:30]=[CH:31][C:26]([C:23]3[CH:24]=[CH:25][C:20]([C:18]([NH:17][C@H:7]([C:6]([OH:42])=[O:5])[CH2:8][CH2:9][C:10]([OH:12])=[O:11])=[O:19])=[CH:21][CH:22]=3)=[CH:27][CH:28]=2)=[O:41])[CH:40]=[CH:39][CH:38]=[CH:37][CH:36]=1. The yield is 0.842. (6) The yield is 0.500. The reactants are [NH2:1][C:2]1[S:3][C:4]([CH:7]=[O:8])=[CH:5][N:6]=1.C([O-])([O-])=O.[K+].[K+].Cl.Cl[CH2:17][CH2:18][N:19]([CH2:21][CH2:22]Cl)[CH3:20]. The product is [CH3:20][N:19]1[CH2:21][CH2:22][N:1]([C:2]2[S:3][C:4]([CH:7]=[O:8])=[CH:5][N:6]=2)[CH2:17][CH2:18]1. The catalyst is CN(C=O)C.